From a dataset of Full USPTO retrosynthesis dataset with 1.9M reactions from patents (1976-2016). Predict the reactants needed to synthesize the given product. (1) Given the product [ClH:28].[CH2:35]([C:36]1[N:40]=[C:39]([CH:41]2[CH2:46][CH2:45][NH:44][CH2:43][CH2:42]2)[O:38][N:37]=1)[C:34]1[CH:33]=[CH:32][CH:31]=[CH:48][CH:47]=1, predict the reactants needed to synthesize it. The reactants are: ON=C(N)CC1C=CC=CC=1.C(OC(N1CCC(C(O)=O)CC1)=O)(C)(C)C.[ClH:28].CS[C:31]1[CH:48]=[CH:47][C:34]([CH2:35][C:36]2[N:40]=[C:39]([CH:41]3[CH2:46][CH2:45][NH:44][CH2:43][CH2:42]3)[O:38][N:37]=2)=[CH:33][CH:32]=1. (2) The reactants are: [CH2:1]([C@H:8]1[C@@H:12]([C@H:13]2[CH2:17][C@@H:16]([OH:18])[CH2:15][N:14]2[C:19]([O:21][C:22]([CH3:25])([CH3:24])[CH3:23])=[O:20])[O:11][C:10]([CH3:27])([CH3:26])[N:9]1[C:28]([O:30][CH2:31][CH2:32][Si:33]([CH3:36])([CH3:35])[CH3:34])=[O:29])[C:2]1[CH:7]=[CH:6][CH:5]=[CH:4][CH:3]=1.[CH3:37]I.[H-].[Na+]. Given the product [CH3:34][Si:33]([CH3:36])([CH3:35])[CH2:32][CH2:31][O:30][C:28]([N:9]1[C@@H:8]([CH2:1][C:2]2[CH:7]=[CH:6][CH:5]=[CH:4][CH:3]=2)[C@@H:12]([C@H:13]2[CH2:17][C@@H:16]([O:18][CH3:37])[CH2:15][N:14]2[C:19]([O:21][C:22]([CH3:23])([CH3:24])[CH3:25])=[O:20])[O:11][C:10]1([CH3:27])[CH3:26])=[O:29], predict the reactants needed to synthesize it. (3) Given the product [ClH:42].[ClH:42].[F:35][C:30]1[CH:29]=[C:28]([C@@H:17]([C:18]2[CH:19]=[CH:20][C:21]([S:24]([CH3:27])(=[O:26])=[O:25])=[CH:22][CH:23]=2)[CH2:16][CH2:15][N:12]2[CH2:13][CH2:14][CH:9]([CH2:8][NH2:7])[CH2:10][CH2:11]2)[CH:33]=[C:32]([F:34])[CH:31]=1, predict the reactants needed to synthesize it. The reactants are: C(OC(=O)[NH:7][CH2:8][CH:9]1[CH2:14][CH2:13][N:12]([CH2:15][CH2:16][C@@H:17]([C:28]2[CH:33]=[C:32]([F:34])[CH:31]=[C:30]([F:35])[CH:29]=2)[C:18]2[CH:23]=[CH:22][C:21]([S:24]([CH3:27])(=[O:26])=[O:25])=[CH:20][CH:19]=2)[CH2:11][CH2:10]1)(C)(C)C.C(OCC)C.[ClH:42].O1CCOCC1. (4) Given the product [CH2:22]([Sn:17]([CH2:13][CH2:14][CH2:15][CH3:16])([CH2:18][CH2:19][CH2:20][CH3:21])[CH2:30][O:29][CH:26]([CH3:28])[CH3:27])[CH2:23][CH2:24][CH3:25], predict the reactants needed to synthesize it. The reactants are: C(NC(C)C)(C)C.C([Li])CCC.[CH2:13]([SnH:17]([CH2:22][CH2:23][CH2:24][CH3:25])[CH2:18][CH2:19][CH2:20][CH3:21])[CH2:14][CH2:15][CH3:16].[CH:26]([O:29][CH2:30]Cl)([CH3:28])[CH3:27]. (5) Given the product [Br:15][C:16]1[CH:17]=[CH:2][CH:7]=[C:6]([C:8]([N:10]2[CH2:11][CH2:12][CH2:13][CH2:14]2)=[O:9])[N:21]=1, predict the reactants needed to synthesize it. The reactants are: Br[C:2]1[CH:7]=[C:6]([C:8]([N:10]2[CH2:14][CH2:13][CH2:12][CH2:11]2)=[O:9])C=CN=1.[Br:15][C:16]1[N:21]=C(C(O)=O)C=C[CH:17]=1.N1CCCC1. (6) Given the product [C:49]([O:53][C:46](=[O:48])[NH:43][C:29]1[CH:33]=[C:34]([O:36][C:37]([F:38])([F:39])[F:40])[CH:35]=[C:27]([O:26][CH2:25][CH2:24][N:21]2[CH2:20][CH2:19][O:18][CH2:23][CH2:22]2)[CH:28]=1)([CH3:52])([CH3:51])[CH3:50], predict the reactants needed to synthesize it. The reactants are: C1C=CC(P(N=[N+]=[N-])(C2C=CC=CC=2)=O)=CC=1.[O:18]1[CH2:23][CH2:22][N:21]([CH2:24][CH2:25][O:26][C:27]2[CH:28]=[C:29]([CH:33]=[C:34]([O:36][C:37]([F:40])([F:39])[F:38])[CH:35]=2)C(O)=O)[CH2:20][CH2:19]1.C([N:43]([CH2:46]C)CC)C.[OH2:48].[C:49]([OH:53])([CH3:52])([CH3:51])[CH3:50]. (7) Given the product [Cl:1][C:2]1[CH:3]=[CH:4][C:5]([C:8]2([OH:46])[CH2:13][CH2:12][N:11]([CH2:14][CH2:15][CH:16]=[C:17]3[C:27]4[C:22](=[N:23][C:24]([C:28](=[O:30])[NH2:29])=[CH:25][CH:26]=4)[O:21][C:20]4[CH:31]=[CH:32][CH:33]=[C:34]([N:35]5[CH2:40][CH2:39][CH:38]([C:41]([OH:43])=[O:42])[CH2:37][CH2:36]5)[C:19]=4[CH2:18]3)[CH2:10][CH2:9]2)=[CH:6][CH:7]=1, predict the reactants needed to synthesize it. The reactants are: [Cl:1][C:2]1[CH:7]=[CH:6][C:5]([C:8]2([OH:46])[CH2:13][CH2:12][N:11]([CH2:14][CH2:15][CH:16]=[C:17]3[C:27]4[C:22](=[N:23][C:24]([C:28](=[O:30])[NH2:29])=[CH:25][CH:26]=4)[O:21][C:20]4[CH:31]=[CH:32][CH:33]=[C:34]([N:35]5[CH2:40][CH2:39][CH:38]([C:41]([O:43]CC)=[O:42])[CH2:37][CH2:36]5)[C:19]=4[CH2:18]3)[CH2:10][CH2:9]2)=[CH:4][CH:3]=1.[OH-].[Li+]. (8) The reactants are: I([O-])(=O)(=O)=O.[Na+].[C:7]([O:11][C:12]([N:14]1[CH2:19][CH2:18][N:17]([CH2:20][CH2:21][CH:22]=C)[C:16](=[O:24])[CH2:15]1)=[O:13])([CH3:10])([CH3:9])[CH3:8].[NH:25]1[CH2:31][CH2:30][CH2:29][C@@H:26]1[CH2:27][OH:28].B.N1C=CC=CC=1.C(O)(=O)C.[OH-].[NH4+]. Given the product [C:7]([O:11][C:12]([N:14]1[CH2:19][CH2:18][N:17]([CH2:20][CH2:21][CH2:22][N:25]2[CH2:31][CH2:30][CH2:29][C@@H:26]2[CH2:27][OH:28])[C:16](=[O:24])[CH2:15]1)=[O:13])([CH3:8])([CH3:9])[CH3:10], predict the reactants needed to synthesize it. (9) Given the product [CH3:6][O:7][CH2:8][CH2:9][N:1]1[CH2:5][CH2:4][CH2:3][CH2:2]1, predict the reactants needed to synthesize it. The reactants are: [NH:1]1[CH2:5][CH2:4][CH2:3][CH2:2]1.[CH3:6][O:7][CH2:8][CH2:9]Cl. (10) Given the product [Cl:1][C:2]1[CH:9]=[CH:8][CH:7]=[C:6]([F:10])[C:3]=1/[CH:4]=[CH:18]/[C:17]([C:11]1[CH:16]=[N:20][CH:14]=[CH:13][CH:12]=1)=[O:19], predict the reactants needed to synthesize it. The reactants are: [Cl:1][C:2]1[CH:9]=[CH:8][CH:7]=[C:6]([F:10])[C:3]=1[CH:4]=O.[C:11]1([C:17](=[O:19])[CH3:18])[CH:16]=C[CH:14]=[CH:13][CH:12]=1.[NH:20]1CCCCC1.